Dataset: Catalyst prediction with 721,799 reactions and 888 catalyst types from USPTO. Task: Predict which catalyst facilitates the given reaction. Reactant: [S:1]1[CH:5]=[C:4]([CH:6]=O)[C:3]([CH:8]=O)=[CH:2]1.C([NH:13][CH:14](P(OC)(OC)=O)[C:15]([O:17][CH3:18])=[O:16])(=O)C.C1CCN2C(=NCCC2)CC1.S1C=CC=C1.FC(F)(F)C(OC(=O)C(F)(F)F)=O. Product: [CH:5]1[S:1][CH:2]=[C:3]2[C:4]=1[CH:6]=[C:14]([C:15]([O:17][CH3:18])=[O:16])[N:13]=[CH:8]2. The catalyst class is: 366.